This data is from Forward reaction prediction with 1.9M reactions from USPTO patents (1976-2016). The task is: Predict the product of the given reaction. Given the reactants [C:1]([O:5][C:6](=[O:32])[N:7]([C:15]1[N:23]=[C:22](Cl)[N:21]=[C:20]2[C:16]=1[N:17]=[CH:18][N:19]2[CH2:25][C:26]1[CH:31]=[CH:30][CH:29]=[CH:28][CH:27]=1)[C:8]1[CH:13]=[CH:12][C:11]([F:14])=[CH:10][CH:9]=1)([CH3:4])([CH3:3])[CH3:2].O.[NH2:34][NH2:35], predict the reaction product. The product is: [C:1]([O:5][C:6](=[O:32])[N:7]([C:15]1[N:23]=[C:22]([NH:34][NH2:35])[N:21]=[C:20]2[C:16]=1[N:17]=[CH:18][N:19]2[CH2:25][C:26]1[CH:31]=[CH:30][CH:29]=[CH:28][CH:27]=1)[C:8]1[CH:13]=[CH:12][C:11]([F:14])=[CH:10][CH:9]=1)([CH3:4])([CH3:3])[CH3:2].